This data is from NCI-60 drug combinations with 297,098 pairs across 59 cell lines. The task is: Regression. Given two drug SMILES strings and cell line genomic features, predict the synergy score measuring deviation from expected non-interaction effect. (1) Drug 1: CC1=C(C=C(C=C1)NC(=O)C2=CC=C(C=C2)CN3CCN(CC3)C)NC4=NC=CC(=N4)C5=CN=CC=C5. Drug 2: CC1C(C(CC(O1)OC2CC(CC3=C2C(=C4C(=C3O)C(=O)C5=CC=CC=C5C4=O)O)(C(=O)C)O)N)O. Cell line: SW-620. Synergy scores: CSS=36.6, Synergy_ZIP=5.35, Synergy_Bliss=4.69, Synergy_Loewe=-35.7, Synergy_HSA=-0.0583. (2) Drug 1: CC1=C(C=C(C=C1)NC2=NC=CC(=N2)N(C)C3=CC4=NN(C(=C4C=C3)C)C)S(=O)(=O)N.Cl. Synergy scores: CSS=26.6, Synergy_ZIP=-5.99, Synergy_Bliss=-1.11, Synergy_Loewe=-69.1, Synergy_HSA=-0.835. Drug 2: CCC1(C2=C(COC1=O)C(=O)N3CC4=CC5=C(C=CC(=C5CN(C)C)O)N=C4C3=C2)O.Cl. Cell line: NCI-H522.